Task: Predict the reaction yield, written as a fraction of the theoretical maximum amount of product (1.0 means a 100% yield; for example, 0.34 means a 34% yield).. Dataset: Reaction yield outcomes from USPTO patents with 853,638 reactions (1) The reactants are [OH:1][CH2:2][CH2:3][O:4][C@@H:5]1[CH2:10][CH2:9][C@H:8]([N:11]2[C:16](=[O:17])[C:15]([CH2:18][C:19]3[CH:24]=[CH:23][C:22]([C:25]4[C:26]([C:31]#[N:32])=[CH:27][CH:28]=[CH:29][CH:30]=4)=[CH:21][CH:20]=3)=[C:14]([CH2:33][CH2:34][CH3:35])[N:13]3[N:36]=[CH:37][N:38]=[C:12]23)[CH2:7][CH2:6]1.FC(F)(F)S(O[Si](C(C)(C)C)(C)C)(=O)=O.[N:54]1C(C)=CC=CC=1C.[Cl-].O[NH3+].[C:65](=[O:68])([O-])[OH:66].[Na+]. The catalyst is C(OCC)(=O)C.CS(C)=O.O1CCCC1. The product is [OH:1][CH2:2][CH2:3][O:4][C@@H:5]1[CH2:10][CH2:9][C@H:8]([N:11]2[C:16](=[O:17])[C:15]([CH2:18][C:19]3[CH:24]=[CH:23][C:22]([C:25]4[CH:30]=[CH:29][CH:28]=[CH:27][C:26]=4[C:31]4[NH:54][C:65](=[O:68])[O:66][N:32]=4)=[CH:21][CH:20]=3)=[C:14]([CH2:33][CH2:34][CH3:35])[N:13]3[N:36]=[CH:37][N:38]=[C:12]23)[CH2:7][CH2:6]1. The yield is 0.340. (2) The reactants are [C:1]1([C:7]2[CH:8]=[CH:9][C:10]([NH2:13])=[N:11][CH:12]=2)[CH:6]=[CH:5][CH:4]=[CH:3][CH:2]=1.Br[CH2:15][C:16]([C:18]1[CH:23]=[CH:22][C:21]([Br:24])=[CH:20][CH:19]=1)=O.C(=O)([O-])O.[Na+]. The yield is 0.310. The product is [Br:24][C:21]1[CH:22]=[CH:23][C:18]([C:16]2[N:13]=[C:10]3[CH:9]=[CH:8][C:7]([C:1]4[CH:2]=[CH:3][CH:4]=[CH:5][CH:6]=4)=[CH:12][N:11]3[CH:15]=2)=[CH:19][CH:20]=1. The catalyst is C(O)C. (3) The reactants are [CH2:1]([CH2:3][NH2:4])[OH:2].[CH3:5][O:6][C:7]1[CH:14]=[CH:13][C:10]([CH:11]=O)=[CH:9][CH:8]=1.[H][H].Cl[CH2:18][C:19](Cl)=[O:20].[OH-].[Na+].[OH-].[K+]. The catalyst is CO.ClCCl.O.[Pt]=O. The product is [CH3:5][O:6][C:7]1[CH:14]=[CH:13][C:10]([CH2:11][N:4]2[CH2:3][CH2:1][O:2][CH2:18][C:19]2=[O:20])=[CH:9][CH:8]=1. The yield is 0.650. (4) The reactants are [CH3:1][C:2]([C:6]1[O:7][C:8]([C:11]2[CH:16]=[CH:15][CH:14]=[CH:13][CH:12]=2)=[CH:9][N:10]=1)([CH3:5])[CH2:3][NH2:4].[F:17][C:18]([F:34])([F:33])[C:19]1[O:23][N:22]=[C:21]([C:24]2[CH:25]=[C:26]([CH:30]=[CH:31][CH:32]=2)[C:27](O)=[O:28])[N:20]=1. No catalyst specified. The product is [CH3:5][C:2]([C:6]1[O:7][C:8]([C:11]2[CH:16]=[CH:15][CH:14]=[CH:13][CH:12]=2)=[CH:9][N:10]=1)([CH3:1])[CH2:3][NH:4][C:27](=[O:28])[C:26]1[CH:30]=[CH:31][CH:32]=[C:24]([C:21]2[N:20]=[C:19]([C:18]([F:34])([F:33])[F:17])[O:23][N:22]=2)[CH:25]=1. The yield is 0.100. (5) The reactants are [NH:1]([C:67]([O:69][C:70]([CH3:73])([CH3:72])[CH3:71])=[O:68])[C@H:2]([C:4]([NH:6][C@H:7]([C:25]([N:27]1[CH2:66][CH2:65][CH2:64][C@H:28]1[C:29]([NH:31][C@H:32]([C:34]([NH:36][C@H:37]([C:54]([O:56]CC1C=CC=CC=1)=[O:55])[CH2:38][CH2:39][CH2:40][CH2:41][NH:42][C:43]([O:45][CH2:46][C:47]1[CH:53]=[CH:52][CH:51]=[CH:50][C:48]=1[Cl:49])=[O:44])=[O:35])[CH3:33])=[O:30])=[O:26])[CH2:8][CH2:9][CH2:10][NH:11][C:12](=[NH:24])[NH:13][S:14]([C:17]1[CH:23]=[CH:22][C:20]([CH3:21])=[CH:19][CH:18]=1)(=[O:16])=[O:15])=[O:5])[CH3:3].[OH-].[Na+].C(Cl)(Cl)Cl.CO. The catalyst is CO. The product is [NH:1]([C:67]([O:69][C:70]([CH3:72])([CH3:71])[CH3:73])=[O:68])[C@H:2]([C:4]([NH:6][C@H:7]([C:25]([N:27]1[CH2:66][CH2:65][CH2:64][C@H:28]1[C:29]([NH:31][C@H:32]([C:34]([NH:36][C@H:37]([C:54]([OH:56])=[O:55])[CH2:38][CH2:39][CH2:40][CH2:41][NH:42][C:43]([O:45][CH2:46][C:47]1[CH:53]=[CH:52][CH:51]=[CH:50][C:48]=1[Cl:49])=[O:44])=[O:35])[CH3:33])=[O:30])=[O:26])[CH2:8][CH2:9][CH2:10][NH:11][C:12](=[NH:24])[NH:13][S:14]([C:17]1[CH:23]=[CH:22][C:20]([CH3:21])=[CH:19][CH:18]=1)(=[O:16])=[O:15])=[O:5])[CH3:3]. The yield is 0.910. (6) The reactants are [NH2:1][C:2]1[C:3]([Cl:9])=[N:4][CH:5]=[N:6][C:7]=1[Cl:8].[F:10][C:11]([F:20])([F:19])[C:12]1[CH:18]=[CH:17][C:15]([NH2:16])=[CH:14][CH:13]=1.Cl. The catalyst is CCO. The product is [ClH:8].[Cl:9][C:3]1[N:4]=[CH:5][N:6]=[C:7]([NH:16][C:15]2[CH:17]=[CH:18][C:12]([C:11]([F:10])([F:19])[F:20])=[CH:13][CH:14]=2)[C:2]=1[NH2:1]. The yield is 0.700. (7) The reactants are C=C[C:3]1[CH:8]=[CH:7][CH:6]=[CH:5][CH:4]=1.[Cl-].C([Al+][CH2:13][CH3:14])C.[CH2:15]=[CH2:16]. The catalyst is ClCCl. The product is [C:3]1([CH:13]([CH3:14])[CH:15]=[CH2:16])[CH:8]=[CH:7][CH:6]=[CH:5][CH:4]=1. The yield is 0.890.